Dataset: Full USPTO retrosynthesis dataset with 1.9M reactions from patents (1976-2016). Task: Predict the reactants needed to synthesize the given product. (1) Given the product [Cl:1][C:2]1[CH:3]=[C:4]([Cl:33])[C:5]2[N:6]([N:9]=[C:10]([CH2:12][CH2:13][C:14]3[N:18]=[C:17]([N:19]4[CH2:23][CH2:22][CH2:21][CH2:20]4)[NH:16][N:15]=3)[N:11]=2)[C:7]=1[CH3:8], predict the reactants needed to synthesize it. The reactants are: [Cl:1][C:2]1[CH:3]=[C:4]([Cl:33])[C:5]2[N:6]([N:9]=[C:10]([CH2:12][CH2:13][C:14]3[N:18]=[C:17]([N:19]4[CH2:23][CH2:22][CH2:21][CH2:20]4)[N:16](CC4C=CC(OC)=CC=4)[N:15]=3)[N:11]=2)[C:7]=1[CH3:8]. (2) Given the product [I:1][C:2]1[CH:8]=[C:7]([O:9][C:10]([F:11])([F:12])[F:13])[CH:6]=[CH:5][C:3]=1[NH:4][S:24]([C:21]1[CH:22]=[CH:23][C:18]([CH:16]([CH3:17])[CH3:15])=[CH:19][CH:20]=1)(=[O:26])=[O:25], predict the reactants needed to synthesize it. The reactants are: [I:1][C:2]1[CH:8]=[C:7]([O:9][C:10]([F:13])([F:12])[F:11])[CH:6]=[CH:5][C:3]=1[NH2:4].[Cl-].[CH3:15][CH:16]([C:18]1[CH:23]=[CH:22][C:21]([S:24](N)(=[O:26])=[O:25])=[CH:20][CH:19]=1)[CH3:17]. (3) Given the product [Br:32][C:4]1[CH:5]=[N:6][N:7]([C:8]2[CH:13]=[CH:12][C:11]([C:14]([NH:15][CH2:16][CH2:17][CH2:18][O:19][CH3:20])=[O:21])=[CH:10][N:9]=2)[C:3]=1[O:2][CH3:1], predict the reactants needed to synthesize it. The reactants are: [CH3:1][O:2][C:3]1[N:7]([C:8]2[CH:13]=[CH:12][C:11]([C:14](=[O:21])[NH:15][CH2:16][CH2:17][CH2:18][O:19][CH3:20])=[CH:10][N:9]=2)[N:6]=[CH:5][C:4]=1C(O)=O.C1C(=O)N([Br:32])C(=O)C1.C(=O)(O)[O-].[Na+].